Dataset: Catalyst prediction with 721,799 reactions and 888 catalyst types from USPTO. Task: Predict which catalyst facilitates the given reaction. (1) Reactant: [CH2:1]([N:8]1[CH2:13][CH2:12][C:11]([C:20]([N:22]2[CH2:27][CH2:26][CH2:25][CH2:24][CH2:23]2)=O)([C:14]2[CH:19]=[CH:18][CH:17]=[CH:16][CH:15]=2)[CH2:10][CH2:9]1)[C:2]1[CH:7]=[CH:6][CH:5]=[CH:4][CH:3]=1.[H-].[H-].[H-].[H-].[Li+].[Al+3]. Product: [CH2:1]([N:8]1[CH2:13][CH2:12][C:11]([C:14]2[CH:15]=[CH:16][CH:17]=[CH:18][CH:19]=2)([CH2:20][N:22]2[CH2:23][CH2:24][CH2:25][CH2:26][CH2:27]2)[CH2:10][CH2:9]1)[C:2]1[CH:3]=[CH:4][CH:5]=[CH:6][CH:7]=1. The catalyst class is: 1. (2) Reactant: [Cl:1][C:2]1[CH:3]=[C:4]2[C:8](=[CH:9][CH:10]=1)[N:7]([CH2:11][CH2:12][CH2:13][S:14]([N:17]1[CH2:22][CH2:21][N:20](C(OC(C)(C)C)=O)[CH2:19][CH2:18]1)(=[O:16])=[O:15])[C:6]([CH2:30][N:31]1[C:35]3=[CH:36][N:37]=[CH:38][CH:39]=[C:34]3[C:33]3([CH2:41][CH2:40]3)[C:32]1=[O:42])=[CH:5]2.FC(F)(F)C(O)=O. Product: [Cl:1][C:2]1[CH:3]=[C:4]2[C:8](=[CH:9][CH:10]=1)[N:7]([CH2:11][CH2:12][CH2:13][S:14]([N:17]1[CH2:22][CH2:21][NH:20][CH2:19][CH2:18]1)(=[O:16])=[O:15])[C:6]([CH2:30][N:31]1[C:35]3=[CH:36][N:37]=[CH:38][CH:39]=[C:34]3[C:33]3([CH2:41][CH2:40]3)[C:32]1=[O:42])=[CH:5]2. The catalyst class is: 4. (3) Reactant: [F:1][C:2]([F:24])([F:23])[C:3]1[CH:22]=[CH:21][C:6]([CH2:7][C@H:8]2[CH2:12][CH2:11]C(=O)[N:9]2[C:14]([O:16][C:17]([CH3:20])([CH3:19])[CH3:18])=[O:15])=[CH:5][CH:4]=1.[NH2:25][NH2:26]. Product: [C:17]([O:16][C:14](=[O:15])[NH:9][C@@H:8]([CH2:7][C:6]1[CH:21]=[CH:22][C:3]([C:2]([F:24])([F:23])[F:1])=[CH:4][CH:5]=1)[CH2:12][CH2:11][NH:25][NH2:26])([CH3:20])([CH3:19])[CH3:18]. The catalyst class is: 1. (4) Reactant: CN(C(ON1N=NC2C=CC=NC1=2)=[N+](C)C)C.F[P-](F)(F)(F)(F)F.[C:25]([O:29][C:30]([NH:32][C@@H:33]([C@H:45]([CH3:53])[CH2:46][CH:47]([CH3:52])[CH2:48][CH2:49][CH:50]=[CH2:51])[C:34]([N:36]1[CH2:40][C@H:39]([OH:41])[CH2:38][C@H:37]1[C:42]([OH:44])=[O:43])=[O:35])=[O:31])([CH3:28])([CH3:27])[CH3:26].Cl.[NH2:55][C@:56]1([C:61]([NH:63][S:64]([C:67]2([CH2:70][F:71])[CH2:69][CH2:68]2)(=[O:66])=[O:65])=[O:62])[CH2:58][C@H:57]1[CH:59]=[CH2:60].C(N(CC)CC)C. Product: [F:71][CH2:70][C:67]1([S:64]([NH:63][C:61]([C@@:56]23[CH2:58][C@H:57]2[CH:51]=[CH:50][CH2:49][CH2:48][CH:47]([CH3:52])[CH2:46][C@@H:45]([CH3:53])[C@H:33]([NH:32][C:30](=[O:31])[O:29][C:25]([CH3:26])([CH3:28])[CH3:27])[C:34](=[O:35])[N:36]2[CH2:40][C@H:39]([OH:41])[CH2:38][C@H:37]2[C:42](=[O:44])[NH:55]3)=[O:62])(=[O:66])=[O:65])[CH2:68][CH2:69]1.[F:71][CH2:70][C:67]1([S:64]([NH:63][C:61]([C@@:56]2([NH:55][C:42]([C@@H:37]3[CH2:38][C@@H:39]([OH:41])[CH2:40][N:36]3[C:34](=[O:35])[C@@H:33]([NH:32][C:30](=[O:31])[O:29][C:25]([CH3:28])([CH3:26])[CH3:27])[C@H:45]([CH3:53])[CH2:46][CH:47]([CH3:52])[CH2:48][CH2:49][CH:50]=[CH2:51])=[O:43])[CH2:58][C@H:57]2[CH:59]=[CH2:60])=[O:62])(=[O:65])=[O:66])[CH2:68][CH2:69]1. The catalyst class is: 2. (5) Reactant: [Cl:1][C:2]1[CH:10]=[CH:9][C:5]2[CH2:6][CH2:7][O:8][C:4]=2[CH:3]=1.[Br:11]C1C=CC(Cl)=CC=1O.C1C(=O)N(Br)C(=O)C1.BrC1OC2C=CC(Cl)=CC=2C1. Product: [Br:11][C:10]1[C:2]([Cl:1])=[CH:3][C:4]2[O:8][CH2:7][CH2:6][C:5]=2[CH:9]=1. The catalyst class is: 10.